From a dataset of Catalyst prediction with 721,799 reactions and 888 catalyst types from USPTO. Predict which catalyst facilitates the given reaction. (1) Reactant: [CH3:1][O:2][C:3]1[CH:8]=[N:7][C:6]([C:9]2[CH:14]=[CH:13][C:12]([N:15]3[CH2:20][CH2:19][N:18](C(OC(C)(C)C)=O)[CH2:17][CH2:16]3)=[CH:11][CH:10]=2)=[C:5]2[NH:28][CH:29]=[C:30]([C:31](=[O:51])[C:32](=[O:50])[N:33]3[CH2:38][CH2:37][N:36]([C:39]4[N:43]([C:44]5[CH:49]=[CH:48][CH:47]=[CH:46][N:45]=5)[N:42]=[N:41][N:40]=4)[CH2:35][CH2:34]3)[C:4]=12.Cl. Product: [CH3:1][O:2][C:3]1[CH:8]=[N:7][C:6]([C:9]2[CH:14]=[CH:13][C:12]([N:15]3[CH2:16][CH2:17][NH:18][CH2:19][CH2:20]3)=[CH:11][CH:10]=2)=[C:5]2[NH:28][CH:29]=[C:30]([C:31](=[O:51])[C:32]([N:33]3[CH2:38][CH2:37][N:36]([C:39]4[N:43]([C:44]5[CH:49]=[CH:48][CH:47]=[CH:46][N:45]=5)[N:42]=[N:41][N:40]=4)[CH2:35][CH2:34]3)=[O:50])[C:4]=12. The catalyst class is: 12. (2) Reactant: C([O:8][CH2:9][CH:10]1[CH:19]([C:20]([NH:22][C:23]2[CH:28]=[CH:27][CH:26]=[C:25]([O:29][CH3:30])[CH:24]=2)=[O:21])[C:18]2[C:13](=[CH:14][CH:15]=[CH:16][CH:17]=2)[C:12](=[O:31])[N:11]1[CH2:32][CH2:33][O:34][CH3:35])C1C=CC=CC=1. Product: [OH:8][CH2:9][CH:10]1[CH:19]([C:20]([NH:22][C:23]2[CH:28]=[CH:27][CH:26]=[C:25]([O:29][CH3:30])[CH:24]=2)=[O:21])[C:18]2[C:13](=[CH:14][CH:15]=[CH:16][CH:17]=2)[C:12](=[O:31])[N:11]1[CH2:32][CH2:33][O:34][CH3:35]. The catalyst class is: 50. (3) Reactant: [CH2:1]([O:5][C:6]1[C:11]([F:12])=[CH:10][CH:9]=[CH:8][C:7]=1[F:13])[CH2:2][CH:3]=[CH2:4].[Cl:14][CH2:15][C:16](=[O:21])[C:17](Cl)=[N:18][OH:19].C(=O)([O-])[O-].[Na+].[Na+]. Product: [Cl:14][CH2:15][C:16]([C:17]1[CH2:4][CH:3]([CH2:2][CH2:1][O:5][C:6]2[C:7]([F:13])=[CH:8][CH:9]=[CH:10][C:11]=2[F:12])[O:19][N:18]=1)=[O:21]. The catalyst class is: 10.